Dataset: Peptide-MHC class II binding affinity with 134,281 pairs from IEDB. Task: Regression. Given a peptide amino acid sequence and an MHC pseudo amino acid sequence, predict their binding affinity value. This is MHC class II binding data. (1) The peptide sequence is AAATAGYTVYGAFAA. The MHC is HLA-DPA10103-DPB10401 with pseudo-sequence HLA-DPA10103-DPB10401. The binding affinity (normalized) is 0.471. (2) The peptide sequence is ILPNTLVLDFCDDAL. The MHC is HLA-DQA10301-DQB10302 with pseudo-sequence HLA-DQA10301-DQB10302. The binding affinity (normalized) is 0.441. (3) The peptide sequence is QGSVITVQGADDIKK. The MHC is DRB1_0101 with pseudo-sequence DRB1_0101. The binding affinity (normalized) is 0.545. (4) The peptide sequence is SAFLESQSMNKIGDD. The MHC is DRB1_1501 with pseudo-sequence DRB1_1501. The binding affinity (normalized) is 0.0910.